From a dataset of Forward reaction prediction with 1.9M reactions from USPTO patents (1976-2016). Predict the product of the given reaction. (1) Given the reactants [NH2:1][C:2]1[CH:7]=[C:6]([C:8]([CH3:11])([CH3:10])[CH3:9])[CH:5]=[CH:4][C:3]=1[NH:12][C:13](=O)[CH2:14][CH2:15][CH:16]1[CH2:19][CH:18]([N:20]([CH2:24][C@@H:25]2[C@@H:32]3[C@@H:28]([O:29][C:30]([CH3:34])([CH3:33])[O:31]3)[C@H:27]([N:35]3[C:39]4[N:40]=[CH:41][N:42]=[C:43]([NH:44][CH2:45][C:46]5[CH:51]=[CH:50][C:49]([O:52][CH3:53])=[CH:48][C:47]=5[O:54][CH3:55])[C:38]=4[CH:37]=[CH:36]3)[O:26]2)[CH:21]([CH3:23])[CH3:22])[CH2:17]1, predict the reaction product. The product is: [C:8]([C:6]1[CH:5]=[CH:4][C:3]2[NH:12][C:13]([CH2:14][CH2:15][CH:16]3[CH2:17][CH:18]([N:20]([CH2:24][C@@H:25]4[C@H:32]5[O:31][C:30]([CH3:33])([CH3:34])[O:29][C@H:28]5[C@H:27]([N:35]5[C:39]6[N:40]=[CH:41][N:42]=[C:43]([NH:44][CH2:45][C:46]7[CH:51]=[CH:50][C:49]([O:52][CH3:53])=[CH:48][C:47]=7[O:54][CH3:55])[C:38]=6[CH:37]=[CH:36]5)[O:26]4)[CH:21]([CH3:22])[CH3:23])[CH2:19]3)=[N:1][C:2]=2[CH:7]=1)([CH3:9])([CH3:11])[CH3:10]. (2) Given the reactants [CH3:1][C:2]12[CH2:18][CH2:17][CH:16]([OH:19])[CH2:15][C:14]1=[CH:13][CH2:12][CH:11]1[CH:3]2[CH:4]([OH:27])[CH2:5][C:6]2([CH3:26])[CH:10]1[CH2:9][CH2:8][CH:7]2[C:20]1([CH3:25])OCC[O:21]1.S(=O)(=O)(O)O, predict the reaction product. The product is: [OH:19][C@@H:16]1[CH2:15][C:14]2[C@@:2]([CH3:1])([C@@H:3]3[C@@H:11]([CH2:12][CH:13]=2)[C@H:10]2[C@@:6]([CH3:26])([C@@H:7]([C:20](=[O:21])[CH3:25])[CH2:8][CH2:9]2)[CH2:5][C@@H:4]3[OH:27])[CH2:18][CH2:17]1. (3) Given the reactants Br[CH2:2][C:3]([C:5]1[CH:10]=[C:9]([CH3:11])[C:8]([O:12][Si:13]([CH:20]([CH3:22])[CH3:21])([CH:17]([CH3:19])[CH3:18])[CH:14]([CH3:16])[CH3:15])=[CH:7][C:6]=1[F:23])=[O:4].Cl.Cl.[CH3:26][O:27][C:28]1[N:33]=[CH:32][C:31]([C:34]2([OH:40])[CH2:39][CH2:38][NH:37][CH2:36][CH2:35]2)=[CH:30][CH:29]=1, predict the reaction product. The product is: [F:23][C:6]1[CH:7]=[C:8]([O:12][Si:13]([CH:20]([CH3:22])[CH3:21])([CH:17]([CH3:19])[CH3:18])[CH:14]([CH3:16])[CH3:15])[C:9]([CH3:11])=[CH:10][C:5]=1[C:3](=[O:4])[CH2:2][N:37]1[CH2:38][CH2:39][C:34]([OH:40])([C:31]2[CH:32]=[N:33][C:28]([O:27][CH3:26])=[CH:29][CH:30]=2)[CH2:35][CH2:36]1. (4) The product is: [CH2:1]([O:2][C:3]1[CH:8]=[CH:7][C:6]([CH2:34][OH:35])=[CH:5][CH:4]=1)[C:18]1[CH:26]=[CH:22][CH:21]=[CH:20][CH:19]=1. Given the reactants [C:1](=O)([O-])[O:2][C:3]1[CH:8]=[CH:7][C:6]([N+]([O-])=O)=[CH:5][CH:4]=1.COC([C:18]1[C:26]2N=C([C:18]3[CH:26]=[CH:22][CH:21]=[CH:20][CH:19]=3)N[C:22]=2[C:21](O)=[CH:20][CH:19]=1)=O.[C:34]([O-])([O-])=[O:35].[Cs+].[Cs+], predict the reaction product. (5) Given the reactants [Cl:1][C:2]1[CH:7]=[CH:6][C:5]([C:8]2[N:9]=[C:10]([C:24]([O:26][C:27]([CH3:30])([CH3:29])[CH3:28])=[O:25])[C:11]([C:21](O)=[O:22])=[N:12][C:13]=2[C:14]2[CH:19]=[CH:18][C:17]([Cl:20])=[CH:16][CH:15]=2)=[CH:4][CH:3]=1.[NH2:31][CH:32]([CH2:34][OH:35])[CH3:33].C(N(CC)CC)C.C1CN([P+](ON2N=NC3C=CC=CC2=3)(N2CCCC2)N2CCCC2)CC1.F[P-](F)(F)(F)(F)F, predict the reaction product. The product is: [C:27]([O:26][C:24]([C:10]1[C:11]([C:21](=[O:22])[NH:31][CH:32]([CH3:33])[CH2:34][OH:35])=[N:12][C:13]([C:14]2[CH:19]=[CH:18][C:17]([Cl:20])=[CH:16][CH:15]=2)=[C:8]([C:5]2[CH:6]=[CH:7][C:2]([Cl:1])=[CH:3][CH:4]=2)[N:9]=1)=[O:25])([CH3:28])([CH3:30])[CH3:29]. (6) Given the reactants [CH3:1][C:2]1[C:3]([C:9]#[N:10])=[N:4][CH:5]=[C:6]([CH3:8])[CH:7]=1.[CH2:11]([Mg]Br)[CH2:12][CH:13]([CH3:15])[CH3:14].[BH4-].[Na+].[NH4+].[Cl-], predict the reaction product. The product is: [CH3:1][C:2]1[C:3]([CH:9]([NH2:10])[CH2:11][CH2:12][CH:13]([CH3:15])[CH3:14])=[N:4][CH:5]=[C:6]([CH3:8])[CH:7]=1. (7) Given the reactants Br[C:2]1[N:10]=[CH:9][N:8]=[C:7]2[C:3]=1[N:4]=[CH:5][NH:6]2.[NH2:11][CH:12]([C:14]1[C:19]([C:20]2[CH:25]=[CH:24][CH:23]=[C:22]([F:26])[CH:21]=2)=[C:18]([N:27]2[CH2:31][CH2:30][O:29][C:28]2=[O:32])[C:17]([CH3:33])=[C:16]([Cl:34])[CH:15]=1)[CH3:13].C(N(CC)C(C)C)(C)C, predict the reaction product. The product is: [Cl:34][C:16]1[CH:15]=[C:14]([CH:12]([NH:11][C:2]2[N:10]=[CH:9][N:8]=[C:7]3[C:3]=2[N:4]=[CH:5][NH:6]3)[CH3:13])[C:19]([C:20]2[CH:25]=[CH:24][CH:23]=[C:22]([F:26])[CH:21]=2)=[C:18]([N:27]2[CH2:31][CH2:30][O:29][C:28]2=[O:32])[C:17]=1[CH3:33]. (8) Given the reactants [CH3:1][O:2][C:3]1[CH:8]=[CH:7][C:6]([CH2:9][CH2:10][CH2:11][CH2:12][C:13]#[C:14][Si](C)(C)C)=[CH:5][CH:4]=1.[OH-].[Na+], predict the reaction product. The product is: [CH2:9]([C:6]1[CH:5]=[CH:4][C:3]([O:2][CH3:1])=[CH:8][CH:7]=1)[CH2:10][CH2:11][CH2:12][C:13]#[CH:14]. (9) Given the reactants [Br:1][C:2]1[CH:8]=[CH:7][C:5]([NH2:6])=[C:4]([O:9][C:10]2[CH:15]=[CH:14][C:13]([O:16][CH3:17])=[CH:12][CH:11]=2)[CH:3]=1.[C:18]([O:22][C:23]([N:25]1[CH2:29][C@H:28]([F:30])[CH2:27][C@H:26]1[CH:31]=O)=[O:24])([CH3:21])([CH3:20])[CH3:19].[BH-](OC(C)=O)(OC(C)=O)OC(C)=O.[Na+].[NH4+].[Cl-], predict the reaction product. The product is: [C:18]([O:22][C:23]([N:25]1[CH2:29][C@H:28]([F:30])[CH2:27][C@H:26]1[CH2:31][NH:6][C:5]1[CH:7]=[CH:8][C:2]([Br:1])=[CH:3][C:4]=1[O:9][C:10]1[CH:15]=[CH:14][C:13]([O:16][CH3:17])=[CH:12][CH:11]=1)=[O:24])([CH3:21])([CH3:19])[CH3:20]. (10) Given the reactants C(OC([N:8]1[CH2:12][C@@H:11]([CH2:13][N:14]([CH:31]([CH3:33])[CH3:32])[C:15](=[O:30])[C:16]2[CH:21]=[CH:20][C:19]([O:22][CH3:23])=[C:18]([O:24][CH2:25][CH2:26][CH2:27][O:28][CH3:29])[CH:17]=2)[C@H:10]([CH:34]=O)[CH2:9]1)=O)(C)(C)C.[CH:36]([NH2:39])([CH3:38])[CH3:37].[BH4-].[Na+], predict the reaction product. The product is: [CH:31]([N:14]([CH2:13][C@H:11]1[C@H:10]([CH2:34][NH:39][CH:36]([CH3:38])[CH3:37])[CH2:9][NH:8][CH2:12]1)[C:15](=[O:30])[C:16]1[CH:21]=[CH:20][C:19]([O:22][CH3:23])=[C:18]([O:24][CH2:25][CH2:26][CH2:27][O:28][CH3:29])[CH:17]=1)([CH3:33])[CH3:32].